This data is from Reaction yield outcomes from USPTO patents with 853,638 reactions. The task is: Predict the reaction yield, written as a fraction of the theoretical maximum amount of product (1.0 means a 100% yield; for example, 0.34 means a 34% yield). (1) The reactants are Cl[C:2]1[C:7]([O:8][CH3:9])=[CH:6][N:5]=[C:4]([C:10]2[CH:15]=[CH:14][C:13]([N+:16]([O-:18])=[O:17])=[CH:12][CH:11]=2)[N:3]=1.[NH:19]1[CH2:24][CH2:23][O:22][CH2:21][CH2:20]1.[NH4+].[Cl-]. The catalyst is ClCCl. The product is [CH3:9][O:8][C:7]1[C:2]([N:19]2[CH2:24][CH2:23][O:22][CH2:21][CH2:20]2)=[N:3][C:4]([C:10]2[CH:15]=[CH:14][C:13]([N+:16]([O-:18])=[O:17])=[CH:12][CH:11]=2)=[N:5][CH:6]=1. The yield is 0.410. (2) The reactants are [C:1]([C:5]1[CH:18]=[CH:17][C:16]2[C:7](=[C:8]3[C:13](=[C:14](Cl)[N:15]=2)[CH:12]=[CH:11][C:10]([C:20]([CH3:23])([CH3:22])[CH3:21])=[CH:9]3)[CH:6]=1)([CH3:4])([CH3:3])[CH3:2].CO[CH:26](OC)[CH2:27][NH2:28]. The catalyst is COCCOCCOC. The product is [C:1]([C:5]1[CH:18]=[CH:17][C:16]2[N:15]3[CH:26]=[CH:27][N:28]=[C:14]3[C:13]3[CH:12]=[CH:11][C:10]([C:20]([CH3:23])([CH3:22])[CH3:21])=[CH:9][C:8]=3[C:7]=2[CH:6]=1)([CH3:4])([CH3:3])[CH3:2]. The yield is 0.560. (3) The reactants are [OH-].[K+].[F:3][C:4]([F:19])([F:18])[C:5]([F:17])([C:13]([F:16])([F:15])[F:14])[CH2:6][CH:7](I)[C:8]([F:11])([F:10])[F:9]. The catalyst is [Cl-].C[N+](CCCC)(CCCC)CCCC.O. The product is [F:9][C:8]([F:10])([F:11])/[CH:7]=[CH:6]/[C:5]([F:17])([C:4]([F:3])([F:18])[F:19])[C:13]([F:16])([F:15])[F:14]. The yield is 0.575.